From a dataset of Full USPTO retrosynthesis dataset with 1.9M reactions from patents (1976-2016). Predict the reactants needed to synthesize the given product. Given the product [CH3:1][NH:4][C:66]([C:61]1[CH:62]=[CH:63][CH:64]=[CH:65][C:60]=1[C:57]1[CH:58]=[CH:59][C:54]([CH2:53][C@H:52]([NH:51][C:49]([C@H:46]2[CH2:45][CH2:44][C@H:43]([CH2:42][NH:41][C:39](=[O:40])[O:38][C:34]([CH3:36])([CH3:37])[CH3:35])[CH2:48][CH2:47]2)=[O:50])[C:69](=[O:82])[NH:70][C:71]2[CH:76]=[CH:75][C:74]([C:77]3[N:78]=[N:79][NH:80][N:81]=3)=[CH:73][CH:72]=2)=[CH:55][CH:56]=1)=[O:68], predict the reactants needed to synthesize it. The reactants are: [CH:1]([N:4](CC)C(C)C)(C)C.F[P-](F)(F)(F)(F)F.CN(C(ON1C2=NC=CC=C2N=N1)=[N+](C)C)C.[C:34]([O:38][C:39]([NH:41][CH2:42][C@H:43]1[CH2:48][CH2:47][C@H:46]([C:49]([NH:51][C@H:52]([C:69](=[O:82])[NH:70][C:71]2[CH:76]=[CH:75][C:74]([C:77]3[N:78]=[N:79][NH:80][N:81]=3)=[CH:73][CH:72]=2)[CH2:53][C:54]2[CH:59]=[CH:58][C:57]([C:60]3[C:61]([C:66]([OH:68])=O)=[CH:62][CH:63]=[CH:64][CH:65]=3)=[CH:56][CH:55]=2)=[O:50])[CH2:45][CH2:44]1)=[O:40])([CH3:37])([CH3:36])[CH3:35].Cl.CN.